This data is from HIV replication inhibition screening data with 41,000+ compounds from the AIDS Antiviral Screen. The task is: Binary Classification. Given a drug SMILES string, predict its activity (active/inactive) in a high-throughput screening assay against a specified biological target. (1) The drug is COc1nc2c([nH]c(=N)n2C2OCC(O)C(O)C2O)c(=O)n1C. The result is 0 (inactive). (2) The drug is CC(C)C(NC(=O)OC(C)(C)C)C(=O)N(C)C(Cc1ccccc1)C(=O)N(C)C(C(=O)O)C(C)C. The result is 0 (inactive). (3) The drug is N#Cc1nc(COCCOCc2ccccc2)oc1N. The result is 1 (active). (4) The drug is CCCCNC(=S)Nn1c(-c2ccccc2)nc2ccccc2c1=O. The result is 0 (inactive). (5) The molecule is CC1=C(C(=O)CC(=O)C(=O)Nc2cccc(C)c2C)Sc2ccccc2N1. The result is 0 (inactive).